This data is from Reaction yield outcomes from USPTO patents with 853,638 reactions. The task is: Predict the reaction yield, written as a fraction of the theoretical maximum amount of product (1.0 means a 100% yield; for example, 0.34 means a 34% yield). (1) The reactants are C([CH:3]([CH2:22][CH2:23][CH2:24][CH3:25])[CH2:4][N:5]1[C:17]2[CH:16]=[C:15]([CH:18]=[O:19])[CH:14]=[CH:13][C:12]=2[C:11]2[C:6]1=[CH:7][C:8]([CH:20]=[O:21])=[CH:9][CH:10]=2)C.C(C(CCCC)CN1C2C=C(CO)C=CC=2C2C1=CC(CO)=CC=2)C.[Cr](Cl)([O-])(=O)=O.[NH+]1C=CC=CC=1. The catalyst is ClCCl. The product is [CH2:4]([N:5]1[C:6]2[CH:7]=[C:8]([CH2:20][OH:21])[CH:9]=[CH:10][C:11]=2[C:12]2[C:17]1=[CH:16][C:15]([CH2:18][OH:19])=[CH:14][CH:13]=2)[CH2:3][CH2:22][CH2:23][CH2:24][CH3:25]. The yield is 0.760. (2) The reactants are [F:1][C:2]([F:29])([F:28])[C:3]1[CH:23]=[C:22]([C:24]([F:27])([F:26])[F:25])[CH:21]=[CH:20][C:4]=1[CH2:5][O:6][C:7]1[CH:14]=[CH:13][C:10]([CH:11]=O)=[CH:9][C:8]=1[O:15][CH2:16][CH2:17][CH2:18][CH3:19].[CH3:30][NH:31][C:32]1[CH2:36][S:35][C:34](=[O:37])[N:33]=1.CC(C)([O-])C.[K+].O. The catalyst is C(O)C. The product is [F:1][C:2]([F:28])([F:29])[C:3]1[CH:23]=[C:22]([C:24]([F:25])([F:27])[F:26])[CH:21]=[CH:20][C:4]=1[CH2:5][O:6][C:7]1[CH:14]=[CH:13][C:10](/[CH:11]=[C:36]2/[C:32]([NH:31][CH3:30])=[N:33][C:34](=[O:37])[S:35]/2)=[CH:9][C:8]=1[O:15][CH2:16][CH2:17][CH2:18][CH3:19]. The yield is 0.170. (3) The reactants are [NH:1]1[CH:5]=[C:4]([C:6]2[C:7]([NH2:13])=[N:8][C:9]([NH2:12])=[CH:10][CH:11]=2)[CH:3]=[N:2]1.[H-].[Na+].[CH2:16]([O:20][CH2:21][C:22]1[CH:27]=[CH:26][C:25]([CH2:28]Cl)=[CH:24][CH:23]=1)[CH2:17][CH2:18][CH3:19]. The catalyst is CN(C)C=O. The product is [CH2:16]([O:20][CH2:21][C:22]1[CH:27]=[CH:26][C:25]([CH2:28][N:1]2[CH:5]=[C:4]([C:6]3[C:7]([NH2:13])=[N:8][C:9]([NH2:12])=[CH:10][CH:11]=3)[CH:3]=[N:2]2)=[CH:24][CH:23]=1)[CH2:17][CH2:18][CH3:19]. The yield is 0.720. (4) The reactants are Cl.[CH3:2][C:3]1[N:7]2[C:8]3[CH:14]=[CH:13][N:12]([S:15]([C:18]4[CH:24]=[CH:23][C:21]([CH3:22])=[CH:20][CH:19]=4)(=[O:17])=[O:16])[C:9]=3[N:10]=[CH:11][C:6]2=[CH:5][N:4]=1.C1C(=O)N([Br:32])C(=O)C1.O.C([O-])(O)=O.[Na+]. The catalyst is CN(C=O)C. The product is [Br:32][C:5]1[N:4]=[C:3]([CH3:2])[N:7]2[C:8]3[CH:14]=[CH:13][N:12]([S:15]([C:18]4[CH:24]=[CH:23][C:21]([CH3:22])=[CH:20][CH:19]=4)(=[O:16])=[O:17])[C:9]=3[N:10]=[CH:11][C:6]=12. The yield is 0.690. (5) The reactants are Br[C:2]1[N:7]2[N:8]=[N:9][N:10]=[C:6]2[C:5]([N:11]2[CH2:16][CH2:15][N:14]([C:17]([O:19][C:20]([CH3:23])([CH3:22])[CH3:21])=[O:18])[CH2:13][CH2:12]2)=[N:4][CH:3]=1.[S:24]1[CH:28]=[CH:27][CH:26]=[C:25]1B(O)O.C([O-])([O-])=O.[Cs+].[Cs+].O1CCOCC1. The catalyst is C1C=CC([P]([Pd]([P](C2C=CC=CC=2)(C2C=CC=CC=2)C2C=CC=CC=2)([P](C2C=CC=CC=2)(C2C=CC=CC=2)C2C=CC=CC=2)[P](C2C=CC=CC=2)(C2C=CC=CC=2)C2C=CC=CC=2)(C2C=CC=CC=2)C2C=CC=CC=2)=CC=1.O. The product is [S:24]1[CH:28]=[CH:27][CH:26]=[C:25]1[C:2]1[N:7]2[N:8]=[N:9][N:10]=[C:6]2[C:5]([N:11]2[CH2:16][CH2:15][N:14]([C:17]([O:19][C:20]([CH3:23])([CH3:22])[CH3:21])=[O:18])[CH2:13][CH2:12]2)=[N:4][CH:3]=1. The yield is 0.700. (6) The reactants are [CH3:1][O:2][C:3]1[CH:4]=[C:5]([CH:11]=[CH:12][C:13]=1OS(C(F)(F)F)(=O)=O)[C:6]([O:8][CH2:9][CH3:10])=[O:7].[C:22]([C:24]1[CH:29]=[CH:28][CH:27]=[CH:26][C:25]=1B(O)O)#[N:23].C(=O)([O-])[O-].[Cs+].[Cs+].C(OCC)(=O)C. The catalyst is O1CCCC1.C1C=CC(P(C2C=CC=CC=2)[C-]2C=CC=C2)=CC=1.C1C=CC(P(C2C=CC=CC=2)[C-]2C=CC=C2)=CC=1.Cl[Pd]Cl.[Fe+2].O. The product is [C:22]([C:24]1[CH:29]=[CH:28][CH:27]=[CH:26][C:25]=1[C:13]1[CH:12]=[CH:11][C:5]([C:6]([O:8][CH2:9][CH3:10])=[O:7])=[CH:4][C:3]=1[O:2][CH3:1])#[N:23]. The yield is 0.0500. (7) The reactants are C[Al](C)C.[CH3:5][O:6][CH2:7][CH2:8][NH2:9].C[O:11][C:12](=O)[C:13]1[CH:18]=[CH:17][C:16]([O:19][CH2:20][C:21]2[C:22]([C:28]3[CH:33]=[CH:32][C:31]([F:34])=[CH:30][CH:29]=3)=[N:23][O:24][C:25]=2[CH2:26][OH:27])=[N:15][CH:14]=1. The catalyst is O1CCOCC1. The product is [F:34][C:31]1[CH:32]=[CH:33][C:28]([C:22]2[C:21]([CH2:20][O:19][C:16]3[CH:17]=[CH:18][C:13]([C:12]([NH:9][CH2:8][CH2:7][O:6][CH3:5])=[O:11])=[CH:14][N:15]=3)=[C:25]([CH2:26][OH:27])[O:24][N:23]=2)=[CH:29][CH:30]=1. The yield is 0.160. (8) The reactants are [CH3:1][O:2][C:3]([C:5]1[S:6][C:7]([C:31]2[CH2:36][CH2:35][C:34]([CH3:38])([CH3:37])[CH2:33][CH:32]=2)=[CH:8][C:9]=1[N:10]([C:22]([C@H:24]1[CH2:29][CH2:28][C@H:27]([CH3:30])[CH2:26][CH2:25]1)=[O:23])[CH:11]1[CH2:16][CH2:15][CH:14]([N:17]2[CH:21]=[N:20][CH:19]=[N:18]2)[CH2:13][CH2:12]1)=[O:4]. The catalyst is C(O)(=O)C.[OH-].[OH-].[Pd+2]. The product is [CH3:1][O:2][C:3]([C:5]1[S:6][C:7]([CH:31]2[CH2:32][CH2:33][C:34]([CH3:37])([CH3:38])[CH2:35][CH2:36]2)=[CH:8][C:9]=1[N:10]([C:22]([C@H:24]1[CH2:29][CH2:28][C@H:27]([CH3:30])[CH2:26][CH2:25]1)=[O:23])[CH:11]1[CH2:12][CH2:13][CH:14]([N:17]2[CH:21]=[N:20][CH:19]=[N:18]2)[CH2:15][CH2:16]1)=[O:4]. The yield is 0.950.